The task is: Predict the reactants needed to synthesize the given product.. This data is from Full USPTO retrosynthesis dataset with 1.9M reactions from patents (1976-2016). (1) Given the product [F:1][C:2]1[CH:3]=[C:4]([N:8]2[C@@:12]3([CH2:17][CH2:16][NH:15][C@@H:14]([CH3:28])[CH2:13]3)[CH:11]([OH:29])[CH2:10][S:9]2(=[O:31])=[O:30])[CH:5]=[CH:6][CH:7]=1, predict the reactants needed to synthesize it. The reactants are: [F:1][C:2]1[CH:3]=[C:4]([N:8]2[C@@:12]3([CH2:17][CH2:16][N:15](C(OCC4C=CC=CC=4)=O)[C@@H:14]([CH3:28])[CH2:13]3)[CH:11]([OH:29])[CH2:10][S:9]2(=[O:31])=[O:30])[CH:5]=[CH:6][CH:7]=1. (2) Given the product [CH:16]1([NH:15][C:13]2[CH:14]=[C:6]([CH2:5][CH2:4][OH:3])[CH:7]=[C:8]3[C:12]=2[NH:11][C:10]([C:21]2[CH:22]=[CH:23][CH:24]=[CH:25][CH:26]=2)=[CH:9]3)[CH2:17][CH2:18][CH2:19][CH2:20]1, predict the reactants needed to synthesize it. The reactants are: C([O:3][C:4](=O)[CH2:5][C:6]1[CH:7]=[C:8]2[C:12](=[C:13]([NH:15][CH:16]3[CH2:20][CH2:19][CH2:18][CH2:17]3)[CH:14]=1)[NH:11][C:10]([C:21]1[CH:26]=[CH:25][CH:24]=[CH:23][CH:22]=1)=[CH:9]2)C.C1(=O)CCCC1. (3) Given the product [CH3:10][CH2:11][C:3](=[O:2])[CH2:7][CH2:6][CH2:5][CH2:20][CH3:21], predict the reactants needed to synthesize it. The reactants are: C[O:2][CH:3]1[CH2:7][CH2:6][CH:5](OC)O1.[CH2:10](C(O)=O)[C:11](CC(O)=O)=O.[CH2:20](N)[C:21]1C=CC=CC=1.C([O-])(=O)C.[Na+].[OH-].[Na+].